From a dataset of TCR-epitope binding with 47,182 pairs between 192 epitopes and 23,139 TCRs. Binary Classification. Given a T-cell receptor sequence (or CDR3 region) and an epitope sequence, predict whether binding occurs between them. (1) The epitope is ILGLPTQTV. The TCR CDR3 sequence is CASSLRLTGNQPQHF. Result: 0 (the TCR does not bind to the epitope). (2) The epitope is YYRRATRRIR. The TCR CDR3 sequence is CASRGQGNQPQHF. Result: 0 (the TCR does not bind to the epitope). (3) The epitope is ELAGIGILTV. The TCR CDR3 sequence is CSPDRGTAYF. Result: 1 (the TCR binds to the epitope). (4) The epitope is FTISVTTEIL. The TCR CDR3 sequence is CASSLALAGGSWNEQFF. Result: 1 (the TCR binds to the epitope). (5) The epitope is GTSGSPIINR. The TCR CDR3 sequence is CASSQGGRGSSYNEQFF. Result: 0 (the TCR does not bind to the epitope).